From a dataset of Reaction yield outcomes from USPTO patents with 853,638 reactions. Predict the reaction yield, written as a fraction of the theoretical maximum amount of product (1.0 means a 100% yield; for example, 0.34 means a 34% yield). (1) The reactants are [C:1](Cl)(=[O:8])[C:2]1[CH:7]=[CH:6][CH:5]=[CH:4][CH:3]=1.[NH:10]1[CH:17]=[CH:16][C:14]([NH2:15])=[N:13][C:11]1=[O:12]. The catalyst is N1C=CC=CC=1. The product is [C:1]([NH:15][C:14]1[CH:16]=[CH:17][NH:10][C:11](=[O:12])[N:13]=1)(=[O:8])[C:2]1[CH:7]=[CH:6][CH:5]=[CH:4][CH:3]=1. The yield is 0.900. (2) The reactants are B(Br)(Br)Br.C(Cl)Cl.[CH2:8]([N:15]1[CH2:20][CH2:19][CH:18]([NH:21][C:22]2[CH:30]=[CH:29][C:25]([C:26]([NH2:28])=[O:27])=[C:24]([O:31]C)[CH:23]=2)[CH2:17][CH2:16]1)[C:9]1[CH:14]=[CH:13][CH:12]=[CH:11][CH:10]=1.O. The yield is 0.380. The catalyst is C(Cl)Cl. The product is [CH2:8]([N:15]1[CH2:20][CH2:19][CH:18]([NH:21][C:22]2[CH:30]=[CH:29][C:25]([C:26]([NH2:28])=[O:27])=[C:24]([OH:31])[CH:23]=2)[CH2:17][CH2:16]1)[C:9]1[CH:10]=[CH:11][CH:12]=[CH:13][CH:14]=1. (3) The reactants are [CH3:1][C:2]1[N:3]=[CH:4][NH:5][C:6]=1[CH2:7][OH:8].CCN(C(C)C)C(C)C.[CH3:18][Si:19]([CH3:26])([CH3:25])[CH2:20][CH2:21][O:22][CH2:23]Cl. The catalyst is CN(C=O)C.[Cl-].[Na+].O.O.CCOC(C)=O. The product is [CH3:1][C:2]1[N:3]([CH2:23][O:22][CH2:21][CH2:20][Si:19]([CH3:26])([CH3:25])[CH3:18])[CH:4]=[N:5][C:6]=1[CH2:7][OH:8]. The yield is 0.560. (4) The reactants are CC(C)([S@]([NH:6][C@@:7]([CH:14]1[CH2:19][CH2:18][O:17][CH2:16][CH2:15]1)([CH3:13])[CH2:8][C:9]([O:11]C)=O)=O)C.[C:21]([NH:25][C:26]([NH:28]C(NC)=S)=O)(C)(C)C.C(N(CC)[CH:37]([CH3:39])[CH3:38])(C)C.Cl.[CH3:43]N(C)CCCN=C=NCC.CC[O:56][C:57](C)=[O:58]. The catalyst is O.Cl.CO.C(Cl)Cl. The product is [CH3:21][N:25]1[C:9](=[O:11])[CH2:8][C@@:7]([CH3:13])([CH:14]2[CH2:15][CH2:16][O:17][CH2:18][CH2:19]2)[NH:6][C:26]1=[N:28][C:57](=[O:58])[O:56][C:37]([CH3:38])([CH3:39])[CH3:43]. The yield is 0.850.